Dataset: Catalyst prediction with 721,799 reactions and 888 catalyst types from USPTO. Task: Predict which catalyst facilitates the given reaction. (1) Reactant: [N:1]([CH2:4][C@H:5]([NH2:13])[CH2:6][C:7]1[CH:12]=[CH:11][CH:10]=[CH:9][CH:8]=1)=[N+]=[N-]. Product: [NH2:1][CH2:4][C@H:5]([NH2:13])[CH2:6][C:7]1[CH:8]=[CH:9][CH:10]=[CH:11][CH:12]=1. The catalyst class is: 29. (2) Reactant: [C:1]([C:4]1[CH:13]=[C:12]([C:14]([O:16][CH3:17])=[O:15])[C:11]2[C:6](=[CH:7][CH:8]=[CH:9][CH:10]=2)[N:5]=1)([OH:3])=O.[CH2:18]([O:20][C:21]([N:23]1[CH2:28][CH2:27][N:26]([C:29]([CH:31]([NH2:41])[CH2:32][CH2:33][C:34]([O:36][C:37]([CH3:40])([CH3:39])[CH3:38])=[O:35])=[O:30])[CH2:25][CH2:24]1)=[O:22])[CH3:19].CCN=C=NCCCN(C)C.Cl.C1C=CC2N(O)N=NC=2C=1. Product: [CH2:18]([O:20][C:21]([N:23]1[CH2:24][CH2:25][N:26]([C:29]([CH:31]([NH:41][C:1]([C:4]2[CH:13]=[C:12]([C:14]([O:16][CH3:17])=[O:15])[C:11]3[C:6](=[CH:7][CH:8]=[CH:9][CH:10]=3)[N:5]=2)=[O:3])[CH2:32][CH2:33][C:34]([O:36][C:37]([CH3:40])([CH3:39])[CH3:38])=[O:35])=[O:30])[CH2:27][CH2:28]1)=[O:22])[CH3:19]. The catalyst class is: 56. (3) Reactant: [N+:1]([C:4]1[CH:9]=[CH:8][CH:7]=[CH:6][C:5]=1[S:10](Cl)(=[O:12])=[O:11])([O-:3])=[O:2].[NH:14]1[CH2:18][CH2:17][CH2:16][CH2:15]1. Product: [N+:1]([C:4]1[CH:9]=[CH:8][CH:7]=[CH:6][C:5]=1[S:10]([N:14]1[CH2:18][CH2:17][CH2:16][CH2:15]1)(=[O:12])=[O:11])([O-:3])=[O:2]. The catalyst class is: 2. (4) Reactant: Br[C:2]1[CH:7]=[CH:6][C:5]([CH2:8][CH3:9])=[C:4]([N+:10]([O-:12])=[O:11])[CH:3]=1.[Cl:13][C:14]1[CH:19]=[CH:18][C:17](B(O)O)=[CH:16][CH:15]=1.C(=O)([O-])[O-].[Na+].[Na+]. Product: [Cl:13][C:14]1[CH:19]=[CH:18][C:17]([C:2]2[CH:7]=[CH:6][C:5]([CH2:8][CH3:9])=[C:4]([N+:10]([O-:12])=[O:11])[CH:3]=2)=[CH:16][CH:15]=1. The catalyst class is: 149. (5) Reactant: [CH3:1][N:2]1[C:6]([C:7]2[CH:8]=[C:9]3[C:13](=[CH:14][CH:15]=2)[C:12](=[O:16])[N:11]([C@@H:17]([CH2:30][C:31]2[CH:36]=[C:35]([F:37])[CH:34]=[C:33]([F:38])[CH:32]=2)[CH2:18][N:19]2C(=O)C4C(=CC=CC=4)C2=O)[CH2:10]3)=[CH:5][CH:4]=[N:3]1.NN. Product: [NH2:19][CH2:18][C@@H:17]([N:11]1[CH2:10][C:9]2[C:13](=[CH:14][CH:15]=[C:7]([C:6]3[N:2]([CH3:1])[N:3]=[CH:4][CH:5]=3)[CH:8]=2)[C:12]1=[O:16])[CH2:30][C:31]1[CH:32]=[C:33]([F:38])[CH:34]=[C:35]([F:37])[CH:36]=1. The catalyst class is: 111. (6) Reactant: [F:1][C:2]([F:11])([F:10])[C:3]1[CH:8]=[CH:7][C:6]([OH:9])=[CH:5][CH:4]=1.O[CH2:13][C@@H:14]1[CH2:19][CH2:18][CH2:17][CH2:16][C@H:15]1[NH:20][S:21]([CH2:24][CH3:25])(=[O:23])=[O:22].C(P(CCCC)CCCC)CCC.N(/C(N1CCCCC1)=O)=N\C(N1CCCCC1)=O. Product: [F:1][C:2]([F:10])([F:11])[C:3]1[CH:4]=[CH:5][C:6]([O:9][CH2:13][C@@H:14]2[CH2:19][CH2:18][CH2:17][CH2:16][C@H:15]2[NH:20][S:21]([CH2:24][CH3:25])(=[O:23])=[O:22])=[CH:7][CH:8]=1. The catalyst class is: 11.